From a dataset of Catalyst prediction with 721,799 reactions and 888 catalyst types from USPTO. Predict which catalyst facilitates the given reaction. (1) Reactant: FC(F)(F)C([NH:5][CH2:6][C@H:7]1[N:14]([C:15]([C:17]2[N:18]=[C:19]([CH3:29])[S:20][C:21]=2[C:22]2[CH:23]=[C:24]([CH3:28])[CH:25]=[CH:26][CH:27]=2)=[O:16])[CH2:13][C@H:12]2[C@@H:8]1[CH2:9][CH:10]([CH3:30])[CH2:11]2)=O.C([O-])([O-])=O.[K+].[K+].CCOCC. Product: [NH2:5][CH2:6][C@H:7]1[N:14]([C:15]([C:17]2[N:18]=[C:19]([CH3:29])[S:20][C:21]=2[C:22]2[CH:23]=[C:24]([CH3:28])[CH:25]=[CH:26][CH:27]=2)=[O:16])[CH2:13][C@H:12]2[C@@H:8]1[CH2:9][CH:10]([CH3:30])[CH2:11]2. The catalyst class is: 5. (2) Reactant: [C:1]([O:6][CH2:7][CH3:8])(=[O:5])[CH2:2][CH2:3][CH3:4].C([N-]C(C)C)(C)C.[Li+].[CH:17](OCC)=[O:18]. Product: [CH:17]([CH:2]([CH2:3][CH3:4])[C:1]([O:6][CH2:7][CH3:8])=[O:5])=[O:18]. The catalyst class is: 165. (3) Reactant: [CH:1]1[C:18]2=[C:19]3[C:8]([C:9]4[C:20]5[C:13](=[CH:14][CH:15]=[CH:16][C:17]2=5)[CH:12]=[CH:11][CH:10]=4)=[CH:7][CH:6]=[CH:5][C:4]3=[CH:3][CH:2]=1.C1C(=O)N([Br:28])C(=O)C1.O. Product: [Br:28][C:14]1[CH:15]=[CH:16][C:17]2[C:18]3[CH:1]=[CH:2][CH:3]=[C:4]4[C:19]=3[C:8]([C:9]3[C:20]=2[C:13]=1[CH:12]=[CH:11][CH:10]=3)=[CH:7][CH:6]=[CH:5]4. The catalyst class is: 3. (4) The catalyst class is: 1. Product: [C:23]([O:27][C:28](=[O:43])[NH:29][C:30]1[CH:35]=[C:34]([O:36][CH3:37])[CH:33]=[CH:32][C:31]=1[CH2:38][C:39](=[O:42])[CH2:40][CH3:41])([CH3:25])([CH3:24])[CH3:26]. Reactant: CC(OI1(OC(C)=O)(OC(C)=O)OC(=O)C2C=CC=CC1=2)=O.[C:23]([O:27][C:28](=[O:43])[NH:29][C:30]1[CH:35]=[C:34]([O:36][CH3:37])[CH:33]=[CH:32][C:31]=1[CH2:38][CH:39]([OH:42])[CH2:40][CH3:41])([CH3:26])([CH3:25])[CH3:24]. (5) Reactant: [O:1]=[C:2]1[CH:7]=[CH:6][CH:5]=[CH:4][N:3]1[CH2:8][C:9]([O:11][CH2:12][CH3:13])=[O:10].C(O[CH:17](OCC)[N:18]([CH3:20])[CH3:19])C. Product: [CH3:17][N:18]([CH3:20])[CH:19]=[C:8]([N:3]1[CH:4]=[CH:5][CH:6]=[CH:7][C:2]1=[O:1])[C:9]([O:11][CH2:12][CH3:13])=[O:10]. The catalyst class is: 3. (6) Reactant: C[O:2][C:3](=O)[CH:4]=[CH:5][C:6](=[C:11]([NH:13][CH2:14][CH:15]([CH2:18][CH3:19])[CH2:16][CH3:17])[CH3:12])[C:7]([O:9][CH3:10])=[O:8].C[O-].[Na+].[Br:24]N1C(=O)CCC1=O. Product: [CH3:10][O:9][C:7]([C:6]1[CH:5]=[C:4]([Br:24])[C:3](=[O:2])[N:13]([CH2:14][CH:15]([CH2:18][CH3:19])[CH2:16][CH3:17])[C:11]=1[CH3:12])=[O:8]. The catalyst class is: 5.